This data is from Full USPTO retrosynthesis dataset with 1.9M reactions from patents (1976-2016). The task is: Predict the reactants needed to synthesize the given product. (1) The reactants are: [C:1]([O:4][C@H:5]1[C@H:10]([O:11][C:12](=[O:14])[CH3:13])[C@@H:9]([O:15][C:16](=[O:18])[CH3:17])[C@H:8]([C:19]2[CH:24]=[CH:23][C:22]([C:25]#[N:26])=[C:21]([CH2:27][C:28]3[CH:33]=[CH:32][C:31]([O:34][CH2:35][CH:36]=O)=[CH:30][CH:29]=3)[CH:20]=2)[O:7][C@@H:6]1[CH2:38][O:39][C:40](=[O:42])[CH3:41])(=[O:3])[CH3:2].N1C=CC=CC=1.Cl.[CH3:50][O:51][NH2:52]. Given the product [C:1]([O:4][C@H:5]1[C@H:10]([O:11][C:12](=[O:14])[CH3:13])[C@@H:9]([O:15][C:16](=[O:18])[CH3:17])[C@H:8]([C:19]2[CH:24]=[CH:23][C:22]([C:25]#[N:26])=[C:21]([CH2:27][C:28]3[CH:33]=[CH:32][C:31]([O:34][CH2:35][CH:36]=[N:52][O:51][CH3:50])=[CH:30][CH:29]=3)[CH:20]=2)[O:7][C@@H:6]1[CH2:38][O:39][C:40](=[O:42])[CH3:41])(=[O:3])[CH3:2], predict the reactants needed to synthesize it. (2) Given the product [C:24]1([NH:23][C:20]([C:11]2[CH:12]=[C:13]([C:14]3[CH:19]=[CH:18][CH:17]=[CH:16][N:15]=3)[N:9]([C:6]3[CH:7]=[N:8][C:3]([O:2][CH3:1])=[CH:4][CH:5]=3)[N:10]=2)=[O:22])[CH:29]=[CH:28][CH:27]=[CH:26][CH:25]=1, predict the reactants needed to synthesize it. The reactants are: [CH3:1][O:2][C:3]1[N:8]=[CH:7][C:6]([N:9]2[C:13]([C:14]3[CH:19]=[CH:18][CH:17]=[CH:16][N:15]=3)=[CH:12][C:11]([C:20]([OH:22])=O)=[N:10]2)=[CH:5][CH:4]=1.[NH2:23][C:24]1[CH:29]=[CH:28][CH:27]=[CH:26][CH:25]=1. (3) The reactants are: [F:1][C:2]1[C:3]([CH3:19])=[C:4]([C:14]([O:17]C)=[CH:15][CH:16]=1)[C:5]([O:7][C:8]1[CH:13]=[CH:12][CH:11]=[CH:10][CH:9]=1)=[O:6].B(Br)(Br)Br.C([O-])(O)=O.[Na+]. Given the product [F:1][C:2]1[C:3]([CH3:19])=[C:4]([C:14]([OH:17])=[CH:15][CH:16]=1)[C:5]([O:7][C:8]1[CH:13]=[CH:12][CH:11]=[CH:10][CH:9]=1)=[O:6], predict the reactants needed to synthesize it. (4) Given the product [C:22]([C:26]1[O:27][C:28]2[C:29](=[C:31]([C:43]#[N:44])[C:32]([CH3:42])=[C:33]([C:36]3[CH:41]=[CH:40][CH:39]=[CH:38][CH:37]=3)[C:34]=2[N:20]2[CH2:21][CH:18]([NH:17][CH3:16])[CH2:19]2)[N:30]=1)([CH3:25])([CH3:23])[CH3:24], predict the reactants needed to synthesize it. The reactants are: C(N(CC)CC)C.FC(F)(F)C(O)=O.Cl.[CH3:16][NH:17][CH:18]1[CH2:21][NH:20][CH2:19]1.[C:22]([C:26]1[O:27][C:28]2[C:29](=[C:31]([C:43]#[N:44])[C:32]([CH3:42])=[C:33]([C:36]3[CH:41]=[CH:40][CH:39]=[CH:38][CH:37]=3)[C:34]=2F)[N:30]=1)([CH3:25])([CH3:24])[CH3:23].O.C(=O)(O)[O-].[Na+]. (5) Given the product [Br:2][CH2:3][CH2:4][NH:5][C:6](=[O:7])[O:8][C:9]([CH3:12])([CH3:11])[CH3:10], predict the reactants needed to synthesize it. The reactants are: Br.[Br:2][CH2:3][CH2:4][NH2:5].[C:6](O[C:6]([O:8][C:9]([CH3:12])([CH3:11])[CH3:10])=[O:7])([O:8][C:9]([CH3:12])([CH3:11])[CH3:10])=[O:7].C(N(CC)CC)C.O1CCCC1. (6) Given the product [CH2:16]([O:1][C:2]1[CH:3]=[C:4]([CH:7]=[CH:8][CH:9]=1)[CH:5]=[O:6])[C:17]1[CH:22]=[CH:21][CH:20]=[CH:19][CH:18]=1, predict the reactants needed to synthesize it. The reactants are: [OH:1][C:2]1[CH:3]=[C:4]([CH:7]=[CH:8][CH:9]=1)[CH:5]=[O:6].C(=O)([O-])[O-].[K+].[K+].[CH2:16](Br)[C:17]1[CH:22]=[CH:21][CH:20]=[CH:19][CH:18]=1. (7) Given the product [CH2:22]([O:21][CH:19]1[CH:18]([NH:30][C:31]([CH:33]2[CH2:37][CH2:36][CH2:35][N:34]2[C:38](=[O:52])[CH:39]([NH:41][C:6](=[O:8])[C:5]2[CH:9]=[CH:10][C:2]([NH2:1])=[C:3]([C:11]([F:14])([F:13])[F:12])[CH:4]=2)[CH3:40])=[O:32])[CH2:17][C:16](=[O:15])[O:20]1)[C:23]1[CH:24]=[CH:25][CH:26]=[CH:27][CH:28]=1, predict the reactants needed to synthesize it. The reactants are: [NH2:1][C:2]1[CH:10]=[CH:9][C:5]([C:6]([OH:8])=O)=[CH:4][C:3]=1[C:11]([F:14])([F:13])[F:12].[O:15]=[C:16]1[O:20][CH:19]([O:21][CH2:22][CH2:23][C:24]2C=[CH:28][CH:27]=[CH:26][CH:25]=2)[CH:18]([NH:30][C:31]([CH:33]2[CH2:37][CH2:36][CH2:35][N:34]2[C:38](=[O:52])[CH:39]([NH:41]C(=O)C2C=CC(N)=C(Cl)C=2)[CH3:40])=[O:32])[CH2:17]1.